Task: Predict which catalyst facilitates the given reaction.. Dataset: Catalyst prediction with 721,799 reactions and 888 catalyst types from USPTO (1) Product: [NH2:28][C:29]1([CH2:36][C:37]#[CH:38])[CH2:33][CH2:32][N:31]([CH3:34])[C:30]1=[O:35]. Reactant: O.C(O)(=O)CC(CC(O)=O)(C(O)=O)O.C(=[N:28][C:29]1([CH2:36][C:37]#[CH:38])[CH2:33][CH2:32][N:31]([CH3:34])[C:30]1=[O:35])(C1C=CC=CC=1)C1C=CC=CC=1.CCOCC. The catalyst class is: 1. (2) Reactant: Cl.[CH:2]1([NH:8][NH2:9])[CH2:7][CH2:6][CH2:5][CH2:4][CH2:3]1.[CH2:10]([O:12][C:13](=[O:21])[CH:14]([C:18](=O)[CH3:19])[C:15](=O)[CH3:16])[CH3:11].N1C=CC=CC=1. Product: [CH2:10]([O:12][C:13]([C:14]1[C:15]([CH3:16])=[N:9][N:8]([CH:2]2[CH2:7][CH2:6][CH2:5][CH2:4][CH2:3]2)[C:18]=1[CH3:19])=[O:21])[CH3:11]. The catalyst class is: 8. (3) Reactant: Cl[C:2]1[C:3]([CH:5]=[C:6]([NH:10][C:11]2[C:20]3[C:15](=[CH:16][C:17]([O:23][CH3:24])=[C:18]([O:21][CH3:22])[CH:19]=3)[N:14]=[CH:13][N:12]=2)[C:7](=[O:9])[CH:8]=1)=[O:4].[NH:25]1[CH2:30][CH2:29][CH2:28][CH2:27][CH2:26]1. Product: [CH3:22][O:21][C:18]1[CH:19]=[C:20]2[C:15](=[CH:16][C:17]=1[O:23][CH3:24])[N:14]=[CH:13][N:12]=[C:11]2[NH:10][C:6]1[C:7]([CH:8]=[C:2]([N:25]2[CH2:30][CH2:29][CH2:28][CH2:27][CH2:26]2)[C:3](=[O:4])[CH:5]=1)=[O:9]. The catalyst class is: 1. (4) Reactant: [CH3:1][S:2]([C:5]1[CH:6]=[C:7]([C:11]2[S:15][C:14]([CH2:16][NH:17][S:18]([C:21]3[CH:26]=[CH:25][CH:24]=[CH:23][C:22]=3[C:27]([F:30])([F:29])[F:28])(=[O:20])=[O:19])=[CH:13][CH:12]=2)[CH:8]=[CH:9][CH:10]=1)(=[O:4])=[O:3].Br[CH2:32][CH:33]1[CH2:35][CH2:34]1.C(=O)([O-])[O-].[Cs+].[Cs+]. Product: [CH:33]1([CH2:32][N:17]([CH2:16][C:14]2[S:15][C:11]([C:7]3[CH:8]=[CH:9][CH:10]=[C:5]([S:2]([CH3:1])(=[O:3])=[O:4])[CH:6]=3)=[CH:12][CH:13]=2)[S:18]([C:21]2[CH:26]=[CH:25][CH:24]=[CH:23][C:22]=2[C:27]([F:30])([F:28])[F:29])(=[O:20])=[O:19])[CH2:35][CH2:34]1. The catalyst class is: 80. (5) Reactant: [C:1]([C:3]1[CH:8]=[CH:7][C:6](/[CH:9]=[CH:10]\[C:11]2[CH:34]=[CH:33][C:14]3[C:15]([CH2:18][CH2:19][CH:20]4[CH2:25][CH2:24][N:23]([C:26](OC(C)(C)C)=O)[CH2:22][CH2:21]4)=[N:16][O:17][C:13]=3[C:12]=2[CH2:35][N:36]([CH3:38])[CH3:37])=[CH:5][CH:4]=1)#[N:2].Cl.[C:40]1(C)[CH:45]=[CH:44][CH:43]=[CH:42][CH:41]=1. Product: [CH2:26]([N:23]1[CH2:22][CH2:21][CH:20]([CH2:19][CH2:18][C:15]2[C:14]3[CH:33]=[CH:34][C:11](/[CH:10]=[CH:9]\[C:6]4[CH:5]=[CH:4][C:3]([C:1]#[N:2])=[CH:8][CH:7]=4)=[C:12]([CH2:35][N:36]([CH3:37])[CH3:38])[C:13]=3[O:17][N:16]=2)[CH2:25][CH2:24]1)[C:40]1[CH:45]=[CH:44][CH:43]=[CH:42][CH:41]=1. The catalyst class is: 5. (6) Product: [CH2:9]([N:16]1[CH2:25][CH2:24][C:23]2[N:22]=[C:21]([O:6][CH:4]([CH:1]3[CH2:3][CH2:2]3)[CH3:5])[CH:20]=[CH:19][C:18]=2[CH2:17]1)[C:10]1[CH:11]=[CH:12][CH:13]=[CH:14][CH:15]=1. The catalyst class is: 733. Reactant: [CH:1]1([CH:4]([OH:6])[CH3:5])[CH2:3][CH2:2]1.[H-].[Na+].[CH2:9]([N:16]1[CH2:25][CH2:24][C:23]2[N:22]=[C:21](Cl)[CH:20]=[CH:19][C:18]=2[CH2:17]1)[C:10]1[CH:15]=[CH:14][CH:13]=[CH:12][CH:11]=1.O. (7) Reactant: [CH2:1]([O:8][C:9]1[CH:18]=[C:17]2[C:12]([C:13](=O)[NH:14][CH:15]=[N:16]2)=[CH:11][C:10]=1[O:20][CH3:21])[C:2]1[CH:7]=[CH:6][CH:5]=[CH:4][CH:3]=1.S(Cl)([Cl:24])=O. Product: [CH2:1]([O:8][C:9]1[CH:18]=[C:17]2[C:12]([C:13]([Cl:24])=[N:14][CH:15]=[N:16]2)=[CH:11][C:10]=1[O:20][CH3:21])[C:2]1[CH:7]=[CH:6][CH:5]=[CH:4][CH:3]=1. The catalyst class is: 3. (8) Reactant: [C:1]([NH:5][C:6]1[C:7]([CH3:27])=[N:8][C:9]2[C:14]([N:15]=1)=[C:13]([C:16]1[NH:20][C:19]3[C@H:21]([CH2:25][OH:26])[NH:22][C:23](=[O:24])[C:18]=3[CH:17]=1)[CH:12]=[CH:11][CH:10]=2)([CH3:4])([CH3:3])[CH3:2].[C:28](NC1C(C)=NC2C(N=1)=C(C1NC3[C@@H](CO)NC(=O)C=3C=1)C=CC=2)(C)(C)C.[H-].[Na+].CI. Product: [C:1]([NH:5][C:6]1[C:7]([CH3:27])=[N:8][C:9]2[C:14]([N:15]=1)=[C:13]([C:16]1[N:20]([CH3:28])[C:19]3[CH:21]([CH2:25][OH:26])[NH:22][C:23](=[O:24])[C:18]=3[CH:17]=1)[CH:12]=[CH:11][CH:10]=2)([CH3:4])([CH3:3])[CH3:2]. The catalyst class is: 118.